From a dataset of Retrosynthesis with 50K atom-mapped reactions and 10 reaction types from USPTO. Predict the reactants needed to synthesize the given product. (1) Given the product O=C(O)C(=NO)C(c1ccc(OCc2ccc3ccccc3n2)cc1)c1ccc(OCc2ccc3ccccc3n2)cc1, predict the reactants needed to synthesize it. The reactants are: CCOC(=O)C(=NO)C(c1ccc(OCc2ccc3ccccc3n2)cc1)c1ccc(OCc2ccc3ccccc3n2)cc1. (2) Given the product CCOC(=O)NC(=O)CCc1ccc(Oc2ccc(C(=Cc3cc(OC)cc(OC)c3)C(=O)OC)cc2)cc1, predict the reactants needed to synthesize it. The reactants are: CCOC(=O)Cl.COC(=O)C(=Cc1cc(OC)cc(OC)c1)c1ccc(Oc2ccc(CCC(N)=O)cc2)cc1. (3) Given the product CCCCCCCCCCCOc1ccccc1C=O, predict the reactants needed to synthesize it. The reactants are: CCCCCCCCCCCBr.O=Cc1ccccc1O. (4) Given the product O=C1CC[C@@H]2c3ccccc3C[C@@H]2N1, predict the reactants needed to synthesize it. The reactants are: O=C1CCC2=C(Cc3ccccc32)N1. (5) Given the product COc1ccc2c(c1)C(C)(C)C(=NO)CC2, predict the reactants needed to synthesize it. The reactants are: COc1ccc2c(c1)C(C)(C)C(=O)CC2.NO.